From a dataset of Forward reaction prediction with 1.9M reactions from USPTO patents (1976-2016). Predict the product of the given reaction. (1) Given the reactants [CH:1]1([CH2:7][C:8]2[N:9]=[C:10]([C:13]3[O:17][C:16]([CH2:18][C:19]([CH3:24])([CH3:23])[C:20]([OH:22])=[O:21])=[N:15][N:14]=3)[S:11][CH:12]=2)[CH2:6][CH2:5][CH2:4][CH2:3][CH2:2]1.Br[C:26]1[CH:31]=[CH:30][C:29]([S:32]([NH:35][C@@H:36]([CH2:41][CH3:42])[C:37]([F:40])([F:39])[F:38])(=[O:34])=[O:33])=[C:28]([F:43])[C:27]=1[CH:44]([F:46])[F:45], predict the reaction product. The product is: [CH:1]1([CH2:7][C:8]2[N:9]=[C:10]([C:13]3[O:17][C:16]([CH2:18][C:19]([CH3:24])([CH3:23])[C:20]([OH:22])=[O:21])=[N:15][N:14]=3)[S:11][C:12]=2[C:26]2[CH:31]=[CH:30][C:29]([S:32](=[O:33])(=[O:34])[NH:35][C@@H:36]([CH2:41][CH3:42])[C:37]([F:40])([F:39])[F:38])=[C:28]([F:43])[C:27]=2[CH:44]([F:46])[F:45])[CH2:2][CH2:3][CH2:4][CH2:5][CH2:6]1. (2) Given the reactants [CH3:1][C:2]1[CH:7]=[C:6]([O:8][CH2:9][CH:10]2[CH2:14][CH2:13][CH2:12][O:11]2)[CH:5]=[C:4]([CH3:15])[C:3]=1[C:16]1[CH:24]=[CH:23][C:22]([F:25])=[C:21]2[C:17]=1[CH2:18][CH2:19][C@H:20]2[O:26][C:27]1[CH:40]=[CH:39][C:30]2[C@H:31]([CH2:34][C:35]([O:37]C)=[O:36])[CH2:32][O:33][C:29]=2[CH:28]=1, predict the reaction product. The product is: [CH3:15][C:4]1[CH:5]=[C:6]([O:8][CH2:9][CH:10]2[CH2:14][CH2:13][CH2:12][O:11]2)[CH:7]=[C:2]([CH3:1])[C:3]=1[C:16]1[CH:24]=[CH:23][C:22]([F:25])=[C:21]2[C:17]=1[CH2:18][CH2:19][C@H:20]2[O:26][C:27]1[CH:40]=[CH:39][C:30]2[C@H:31]([CH2:34][C:35]([OH:37])=[O:36])[CH2:32][O:33][C:29]=2[CH:28]=1. (3) Given the reactants Br[C:2]1[CH:3]=[C:4]2[C:8](=[CH:9][CH:10]=1)[NH:7][C:6](=[O:11])[C:5]2([CH3:13])[CH3:12].[CH3:14][O:15][C:16]1[CH:17]=[C:18](B(O)O)[CH:19]=[CH:20][CH:21]=1.C(=O)([O-])[O-].[K+].[K+].[Cl-].[NH4+], predict the reaction product. The product is: [CH3:14][O:15][C:16]1[CH:21]=[C:20]([C:2]2[CH:3]=[C:4]3[C:8](=[CH:9][CH:10]=2)[NH:7][C:6](=[O:11])[C:5]3([CH3:13])[CH3:12])[CH:19]=[CH:18][CH:17]=1.